This data is from Forward reaction prediction with 1.9M reactions from USPTO patents (1976-2016). The task is: Predict the product of the given reaction. Given the reactants C([Li])CCC.[F:6][C:7]1[CH:8]=[CH:9][C:10]2[O:14][CH:13]=[CH:12][C:11]=2[CH:15]=1.[CH2:16]([Sn:20](Cl)([CH2:25][CH2:26][CH2:27][CH3:28])[CH2:21][CH2:22][CH2:23][CH3:24])[CH2:17][CH2:18][CH3:19].O, predict the reaction product. The product is: [CH2:25]([Sn:20]([CH2:16][CH2:17][CH2:18][CH3:19])([CH2:21][CH2:22][CH2:23][CH3:24])[C:13]1[O:14][C:10]2[CH:9]=[CH:8][C:7]([F:6])=[CH:15][C:11]=2[CH:12]=1)[CH2:26][CH2:27][CH3:28].